This data is from Reaction yield outcomes from USPTO patents with 853,638 reactions. The task is: Predict the reaction yield, written as a fraction of the theoretical maximum amount of product (1.0 means a 100% yield; for example, 0.34 means a 34% yield). (1) The reactants are [N+:1]([C:4]1[CH:9]=[CH:8][C:7]([N:10]2[CH2:14][CH:13]([NH2:15])[CH2:12][CH2:11]2)=[CH:6][CH:5]=1)([O-:3])=[O:2].Cl.[C:17](N1C=CC=N1)(=[NH:19])[NH2:18]. The catalyst is CN(C=O)C. The product is [N+:1]([C:4]1[CH:9]=[CH:8][C:7]([N:10]2[CH2:11][CH2:12][CH:13]([NH:15][C:17]([NH2:19])=[NH:18])[CH2:14]2)=[CH:6][CH:5]=1)([O-:3])=[O:2]. The yield is 0.700. (2) The reactants are [N+:1]([C:4]1[N:9]=[CH:8][C:7]([O:10][C:11]2[CH:12]=[CH:13][C:14]3[N:15]([CH:17]=[C:18]([NH:20][C:21]([CH:23]4[CH2:25][CH2:24]4)=[O:22])[N:19]=3)[CH:16]=2)=[CH:6][CH:5]=1)([O-])=O.[Cl-].[NH4+]. The catalyst is C(O)C.O.C(OCC)(=O)C. The product is [NH2:1][C:4]1[N:9]=[CH:8][C:7]([O:10][C:11]2[CH:12]=[CH:13][C:14]3[N:15]([CH:17]=[C:18]([NH:20][C:21]([CH:23]4[CH2:24][CH2:25]4)=[O:22])[N:19]=3)[CH:16]=2)=[CH:6][CH:5]=1. The yield is 0.450. (3) The reactants are [Cl:1][C:2]1[CH:7]=[CH:6][C:5]([C:8]2[CH:13]=[CH:12][N:11]([CH2:14][CH2:15][C@@:16]([CH3:31])([S:27]([CH3:30])(=[O:29])=[O:28])[C:17]([NH:19][O:20]C3CCCCO3)=[O:18])[C:10](=[O:32])[CH:9]=2)=[C:4]([F:33])[C:3]=1[F:34].CC1C=CC(S([O-])(=O)=O)=CC=1.C1C=C[NH+]=CC=1. The catalyst is C(O)C.O. The product is [Cl:1][C:2]1[CH:7]=[CH:6][C:5]([C:8]2[CH:13]=[CH:12][N:11]([CH2:14][CH2:15][C@@:16]([CH3:31])([S:27]([CH3:30])(=[O:28])=[O:29])[C:17]([NH:19][OH:20])=[O:18])[C:10](=[O:32])[CH:9]=2)=[C:4]([F:33])[C:3]=1[F:34]. The yield is 0.469. (4) The reactants are [C:1]([O:5][C:6]([NH:8][C@H:9]([C:29]([O:31]C)=[O:30])[CH2:10][C:11]1[CH:28]=[CH:27][C:14]([O:15][CH2:16][C:17]2[CH:26]=[CH:25][C:20]([C:21]([O:23][CH3:24])=[O:22])=[CH:19][CH:18]=2)=[CH:13][CH:12]=1)=[O:7])([CH3:4])([CH3:3])[CH3:2].[Li+].[OH-].Cl. The catalyst is C1COCC1.CO. The product is [C:1]([O:5][C:6]([NH:8][C@@H:9]([CH2:10][C:11]1[CH:28]=[CH:27][C:14]([O:15][CH2:16][C:17]2[CH:18]=[CH:19][C:20]([C:21]([O:23][CH3:24])=[O:22])=[CH:25][CH:26]=2)=[CH:13][CH:12]=1)[C:29]([OH:31])=[O:30])=[O:7])([CH3:3])([CH3:4])[CH3:2]. The yield is 0.830. (5) The reactants are C[Si]([C:5]#[C:6][C:7]1[CH:8]=[N:9][CH:10]=[C:11]([CH:14]=1)[C:12]#[N:13])(C)C.[F:15][C:16]1[CH:23]=[CH:22][C:21](I)=[CH:20][C:17]=1[CH:18]=[O:19].C(N(CC)CC)C.[F-].C([N+](CCCC)(CCCC)CCCC)CCC. The catalyst is O1CCCC1.C1(C=CC=CC=1)[P](C1C=CC=CC=1)(C1C=CC=CC=1)[Pd][P](C1C=CC=CC=1)(C1C=CC=CC=1)C1C=CC=CC=1.[Cu]I. The product is [F:15][C:16]1[CH:23]=[CH:22][C:21]([C:5]#[C:6][C:7]2[CH:8]=[N:9][CH:10]=[C:11]([CH:14]=2)[C:12]#[N:13])=[CH:20][C:17]=1[CH:18]=[O:19]. The yield is 0.450. (6) The reactants are OC1C(=O)NN=C(CCC2C=CC=CC=2)C=1.C([O:24][C:25]1[N:26]=[N:27][C:28]([C:39]#[C:40][C:41]2[C:46]([F:47])=[CH:45][CH:44]=[CH:43][C:42]=2[F:48])=[CH:29][C:30]=1[O:31]CC1C=CC=CC=1)C1C=CC=CC=1. The catalyst is CO. The product is [F:48][C:42]1[CH:43]=[CH:44][CH:45]=[C:46]([F:47])[C:41]=1[CH2:40][CH2:39][C:28]1[CH:29]=[C:30]([OH:31])[C:25](=[O:24])[NH:26][N:27]=1. The yield is 0.248. (7) The reactants are BrN1C(=[O:7])CCC1=O.[BrH:9].[C:10]([CH:18]([CH2:24][C:25](Br)=[CH2:26])[C:19]([O:21][CH2:22][CH3:23])=[O:20])(=[O:17])[C:11]1[CH:16]=[CH:15][CH:14]=[CH:13][CH:12]=1.S([O-])([O-])(=O)=S.[Na+].[Na+]. The catalyst is C(#N)C.O.C(OCC)C. The product is [C:10]([C:18](=[CH:24][C:25](=[O:7])[CH2:26][Br:9])[C:19]([O:21][CH2:22][CH3:23])=[O:20])(=[O:17])[C:11]1[CH:16]=[CH:15][CH:14]=[CH:13][CH:12]=1. The yield is 0.580. (8) The reactants are [N:1]([CH2:4][C@@H:5]([NH2:15])[CH2:6][C:7]1[CH:12]=[CH:11][C:10]([Cl:13])=[CH:9][C:8]=1[Cl:14])=[N+:2]=[N-:3].[CH3:16][C@H:17]1[C:25]2[C:24]([C:26]3[S:30][C:29]([C:31](O)=[O:32])=[CH:28][CH:27]=3)=[N:23][CH:22]=[N:21][C:20]=2[CH2:19][CH2:18]1.CN(C(ON1N=NC2C=CC=CC1=2)=[N+](C)C)C.F[P-](F)(F)(F)(F)F.CCN(C(C)C)C(C)C. The catalyst is C(Cl)Cl. The product is [N:1]([CH2:4][C@@H:5]([NH:15][C:31]([C:29]1[S:30][C:26]([C:24]2[C:25]3[C@H:17]([CH3:16])[CH2:18][CH2:19][C:20]=3[N:21]=[CH:22][N:23]=2)=[CH:27][CH:28]=1)=[O:32])[CH2:6][C:7]1[CH:12]=[CH:11][C:10]([Cl:13])=[CH:9][C:8]=1[Cl:14])=[N+:2]=[N-:3]. The yield is 0.900. (9) The reactants are Br[C:2]1[CH:3]=[C:4]([NH:8][S:9]([C:12]2[CH:17]=[CH:16][C:15]([F:18])=[CH:14][CH:13]=2)(=[O:11])=[O:10])[CH:5]=[N:6][CH:7]=1.[CH3:19][Sn:20]([CH3:26])([CH3:25])[Sn:20]([CH3:26])([CH3:25])[CH3:19]. The catalyst is O1CCOCC1.C1C=CC([P]([Pd]([P](C2C=CC=CC=2)(C2C=CC=CC=2)C2C=CC=CC=2)([P](C2C=CC=CC=2)(C2C=CC=CC=2)C2C=CC=CC=2)[P](C2C=CC=CC=2)(C2C=CC=CC=2)C2C=CC=CC=2)(C2C=CC=CC=2)C2C=CC=CC=2)=CC=1. The product is [F:18][C:15]1[CH:16]=[CH:17][C:12]([S:9]([NH:8][C:4]2[CH:5]=[N:6][CH:7]=[C:2]([Sn:20]([CH3:26])([CH3:25])[CH3:19])[CH:3]=2)(=[O:11])=[O:10])=[CH:13][CH:14]=1. The yield is 0.830. (10) The reactants are Br[C:2]1[C:3]2[C:4]3[CH:18]=[CH:17][S:16][C:5]=3[C:6](=[O:15])[NH:7][C:8]=2[C:9]([F:14])=[CH:10][C:11]=1[O:12][CH3:13].CC1(C)C(C)(C)OB([C:27]2[CH:41]=[CH:40][C:30]([CH2:31][NH:32][C:33](=[O:39])[O:34][C:35]([CH3:38])([CH3:37])[CH3:36])=[CH:29][CH:28]=2)O1. No catalyst specified. The product is [F:14][C:9]1[C:8]2[NH:7][C:6](=[O:15])[C:5]3[S:16][CH:17]=[CH:18][C:4]=3[C:3]=2[C:2]([C:27]2[CH:41]=[CH:40][C:30]([CH2:31][NH:32][C:33](=[O:39])[O:34][C:35]([CH3:36])([CH3:37])[CH3:38])=[CH:29][CH:28]=2)=[C:11]([O:12][CH3:13])[CH:10]=1. The yield is 0.480.